Dataset: Full USPTO retrosynthesis dataset with 1.9M reactions from patents (1976-2016). Task: Predict the reactants needed to synthesize the given product. Given the product [CH3:33][O:32][C:29]1[CH:30]=[CH:31][C:26]([CH2:25][N:5]([C:6]2[CH:14]=[CH:13][CH:12]=[C:11]3[C:7]=2[CH2:8][O:9][C:10]3=[O:15])[C:3](=[O:4])[C:2](=[O:1])[C:16]2[CH:21]=[CH:20][CH:19]=[CH:18][CH:17]=2)=[CH:27][CH:28]=1, predict the reactants needed to synthesize it. The reactants are: [O:1]=[C:2]([C:16]1[CH:21]=[CH:20][CH:19]=[CH:18][CH:17]=1)[C:3]([NH:5][C:6]1[CH:14]=[CH:13][CH:12]=[C:11]2[C:7]=1[CH2:8][O:9][C:10]2=[O:15])=[O:4].[H-].[Na+].Cl[CH2:25][C:26]1[CH:31]=[CH:30][C:29]([O:32][CH3:33])=[CH:28][CH:27]=1.Cl.